Task: Predict the reaction yield, written as a fraction of the theoretical maximum amount of product (1.0 means a 100% yield; for example, 0.34 means a 34% yield).. Dataset: Reaction yield outcomes from USPTO patents with 853,638 reactions The reactants are Br[C:2]1[CH:7]=[CH:6][C:5]([C@@H:8]([NH:10][C:11](=[O:17])[O:12][C:13]([CH3:16])([CH3:15])[CH3:14])[CH3:9])=[CH:4][CH:3]=1.C1(P(C2C=CC=CC=2)CCCP(C2C=CC=CC=2)C2C=CC=CC=2)C=CC=CC=1.C(N(CC)CC)C.CN(C)[CH:56]=[O:57].C[CH2:60][O:61]CC. The catalyst is C([O-])(=O)C.[Pd+2].C([O-])(=O)C.CO. The product is [C:13]([O:12][C:11]([NH:10][C@H:8]([C:5]1[CH:6]=[CH:7][C:2]([C:60]([O:57][CH3:56])=[O:61])=[CH:3][CH:4]=1)[CH3:9])=[O:17])([CH3:16])([CH3:15])[CH3:14]. The yield is 0.940.